From a dataset of Catalyst prediction with 721,799 reactions and 888 catalyst types from USPTO. Predict which catalyst facilitates the given reaction. (1) Reactant: Br[C:2]1[CH:3]=[CH:4][C:5]([O:8][CH2:9][CH:10]2[CH2:14][CH2:13][CH2:12][CH2:11]2)=[N:6][CH:7]=1.C([Li])CCC.CN([CH:23]=[O:24])C.O. Product: [CH:10]1([CH2:9][O:8][C:5]2[CH:4]=[CH:3][C:2]([CH:23]=[O:24])=[CH:7][N:6]=2)[CH2:14][CH2:13][CH2:12][CH2:11]1. The catalyst class is: 134. (2) Reactant: [CH2:1]([O:3][C:4]1[N:9]=[CH:8][C:7]([CH2:10][N:11]2[CH:15]=[C:14]([C:16]([OH:18])=O)[C:13]([NH:19][C:20](=[O:24])[CH2:21][O:22][CH3:23])=[N:12]2)=[CH:6][CH:5]=1)[CH3:2].[ClH:25].Cl.[NH2:27][CH2:28][C:29]1[CH:30]=[C:31]2[C:36](=[CH:37][CH:38]=1)[C:35]([NH2:39])=[N:34][CH:33]=[CH:32]2.CN(C(ON1N=NC2C=CC=NC1=2)=[N+](C)C)C.F[P-](F)(F)(F)(F)F.C(N(CC)CC)C. Product: [ClH:25].[NH2:39][C:35]1[C:36]2[C:31](=[CH:30][C:29]([CH2:28][NH:27][C:16]([C:14]3[C:13]([NH:19][C:20](=[O:24])[CH2:21][O:22][CH3:23])=[N:12][N:11]([CH2:10][C:7]4[CH:8]=[N:9][C:4]([O:3][CH2:1][CH3:2])=[CH:5][CH:6]=4)[CH:15]=3)=[O:18])=[CH:38][CH:37]=2)[CH:32]=[CH:33][N:34]=1. The catalyst class is: 31. (3) Reactant: C1(P(C2C=CC=CC=2)C2C=CC3C(=CC=CC=3)C=2C2C3C(=CC=CC=3)C=CC=2P(C2C=CC=CC=2)C2C=CC=CC=2)C=CC=CC=1.I[C:48]1[CH:53]=[CH:52][C:51]([O:54][CH:55]2[CH2:60][CH2:59][N:58]([CH:61]([CH3:63])[CH3:62])[CH2:57][CH2:56]2)=[CH:50][CH:49]=1.[N:64]1([C:70]([O:72][C:73]([CH3:76])([CH3:75])[CH3:74])=[O:71])[CH2:69][CH2:68][NH:67][CH2:66][CH2:65]1.CC(C)([O-])C.[Na+]. Product: [CH3:62][CH:61]([N:58]1[CH2:59][CH2:60][CH:55]([O:54][C:51]2[CH:52]=[CH:53][C:48]([N:67]3[CH2:66][CH2:65][N:64]([C:70]([O:72][C:73]([CH3:76])([CH3:75])[CH3:74])=[O:71])[CH2:69][CH2:68]3)=[CH:49][CH:50]=2)[CH2:56][CH2:57]1)[CH3:63]. The catalyst class is: 164.